From a dataset of Reaction yield outcomes from USPTO patents with 853,638 reactions. Predict the reaction yield, written as a fraction of the theoretical maximum amount of product (1.0 means a 100% yield; for example, 0.34 means a 34% yield). (1) The reactants are Br[C:2]1[CH:3]=[N:4][C:5]([N:8]2[CH2:13][CH2:12][O:11][C@H:10]([CH2:14][N:15]3[C:19]4=[N:20][C:21]([C:24]5[CH:25]=[N:26][N:27]([CH3:29])[CH:28]=5)=[CH:22][N:23]=[C:18]4[N:17]=[N:16]3)[CH2:9]2)=[N:6][CH:7]=1.[CH3:30][C:31]1([CH3:47])[C:35]([CH3:37])([CH3:36])[O:34][B:33]([B:33]2[O:34][C:35]([CH3:37])([CH3:36])[C:31]([CH3:47])([CH3:30])[O:32]2)[O:32]1.C([O-])(=O)C.[K+].N#N. The catalyst is O1CCOCC1.C1C=CC(P(C2C=CC=CC=2)[C-]2C=CC=C2)=CC=1.C1C=CC(P(C2C=CC=CC=2)[C-]2C=CC=C2)=CC=1.Cl[Pd]Cl.[Fe+2].C1C=CC(P(C2C=CC=CC=2)[C-]2C=CC=C2)=CC=1.C1C=CC(P(C2C=CC=CC=2)[C-]2C=CC=C2)=CC=1.[Fe+2]. The product is [CH3:29][N:27]1[CH:28]=[C:24]([C:21]2[N:20]=[C:19]3[N:15]([CH2:14][C@H:10]4[O:11][CH2:12][CH2:13][N:8]([C:5]5[N:4]=[CH:3][C:2]([B:33]6[O:34][C:35]([CH3:37])([CH3:36])[C:31]([CH3:47])([CH3:30])[O:32]6)=[CH:7][N:6]=5)[CH2:9]4)[N:16]=[N:17][C:18]3=[N:23][CH:22]=2)[CH:25]=[N:26]1. The yield is 1.00. (2) The reactants are [CH3:1][NH:2][C:3]1[CH2:7][S:6][C:5](=[O:8])[N:4]=1.CC(C)([O-])C.[K+].[CH:15]([C:17]1[CH:35]=[CH:34][C:20]([O:21][C:22]2[C:31]3[C:26](=[CH:27][CH:28]=[CH:29][CH:30]=3)[C:25]([C:32]#[N:33])=[CH:24][CH:23]=2)=[C:19]([O:36][CH3:37])[CH:18]=1)=[O:16].[Cl-].[NH4+]. The catalyst is CN(C)C=O. The product is [OH:16][CH:15]([CH:7]1[S:6][C:5](=[O:8])[N:4]=[C:3]1[NH:2][CH3:1])[C:17]1[CH:35]=[CH:34][C:20]([O:21][C:22]2[C:31]3[C:26](=[CH:27][CH:28]=[CH:29][CH:30]=3)[C:25]([C:32]#[N:33])=[CH:24][CH:23]=2)=[C:19]([O:36][CH3:37])[CH:18]=1. The yield is 0.350. (3) The reactants are [F:1][C:2]1[CH:13]=[CH:12][C:5]([CH2:6][CH:7]([C:10]#[N:11])[C:8]#[N:9])=[CH:4][CH:3]=1.[H-].[Na+].Br[CH2:17][CH2:18][F:19]. The catalyst is CN(C)C=O. The product is [F:1][C:2]1[CH:3]=[CH:4][C:5]([CH2:6][C:7]([CH2:17][CH2:18][F:19])([C:8]#[N:9])[C:10]#[N:11])=[CH:12][CH:13]=1. The yield is 0.490. (4) The reactants are [Si]([O:8][CH2:9][CH2:10][CH:11]([CH3:31])[CH:12]([C:23]1[CH:28]=[C:27]([F:29])[CH:26]=[CH:25][C:24]=1[F:30])[S:13]([C:16]1[CH:21]=[CH:20][C:19]([Cl:22])=[CH:18][CH:17]=1)(=[O:15])=[O:14])(C(C)(C)C)(C)C.N1C=CC=CC=1.F.C(OCC)(=O)C.CCCCCC. The catalyst is O1CCCC1.C(OCC)(=O)C. The product is [Cl:22][C:19]1[CH:18]=[CH:17][C:16]([S:13]([CH:12]([C:23]2[CH:28]=[C:27]([F:29])[CH:26]=[CH:25][C:24]=2[F:30])[CH:11]([CH3:31])[CH2:10][CH2:9][OH:8])(=[O:15])=[O:14])=[CH:21][CH:20]=1. The yield is 0.460. (5) The reactants are [CH3:1][O:2][C:3]1[CH:8]=[C:7]([O:9][CH3:10])[N:6]=[C:5]([C:11]2[C:19]3[C:14](=[CH:15][CH:16]=[CH:17][CH:18]=3)[NH:13]C=2C)[N:4]=1.C(OCC)(=[O:23])C.O=[O+][O-]. The catalyst is O. The product is [CH3:1][O:2][C:3]1[CH:8]=[C:7]([O:9][CH3:10])[N:6]=[C:5]([C:11]([C:19]2[CH:18]=[CH:17][CH:16]=[CH:15][C:14]=2[NH2:13])=[O:23])[N:4]=1. The yield is 0.460. (6) The reactants are [C:1]([C:3]1[CH:8]=[C:7]([O:9][C:10]2[CH:15]=[CH:14][C:13]([NH:16][C:17]([NH:19][C:20]3[N:24]([C:25]4[CH:26]=[C:27]5[C:32](=[CH:33][CH:34]=4)[N:31]=[CH:30][CH:29]=[CH:28]5)[N:23]=[C:22]([CH:35]([CH3:37])[CH3:36])[CH:21]=3)=[O:18])=[C:12]([F:38])[CH:11]=2)[CH:6]=[CH:5][N:4]=1)#[N:2].C([NH:42][C@H](C(O)=O)CS)(=O)C.C([O-])(=O)C.[NH4+].C([O-])([O-])=O.[K+].[K+]. The catalyst is CO.O. The product is [C:1]([C:3]1[CH:8]=[C:7]([O:9][C:10]2[CH:15]=[CH:14][C:13]([NH:16][C:17]([NH:19][C:20]3[N:24]([C:25]4[CH:26]=[C:27]5[C:32](=[CH:33][CH:34]=4)[N:31]=[CH:30][CH:29]=[CH:28]5)[N:23]=[C:22]([CH:35]([CH3:36])[CH3:37])[CH:21]=3)=[O:18])=[C:12]([F:38])[CH:11]=2)[CH:6]=[CH:5][N:4]=1)(=[NH:42])[NH2:2]. The yield is 0.170. (7) The reactants are [NH2:8][CH2:7][C:6](O[C:6](=[O:9])[CH2:7][NH2:8])=[O:9].[H-].[Na+].[Cl:12][CH2:13][CH2:14][CH2:15]Br. The catalyst is CN(C=O)C.C(Cl)Cl. The product is [Cl:12][CH2:13][CH2:14][CH2:15][N:8]1[CH2:7][C:6](=[O:9])[N:8]([CH2:15][CH2:14][CH2:13][Cl:12])[CH2:7][C:6]1=[O:9]. The yield is 0.790. (8) The yield is 0.858. The catalyst is CC1C=C(C)C(N2C(=[Ru](Cl)(Cl)=CC3C=CC=CC=3OC(C)C)N(C3C(C)=CC(C)=CC=3C)CC2)=C(C)C=1. The product is [CH2:1]([C:8]1[C:9]([NH:26][C:27](=[O:29])[CH3:28])=[N:10][C:11]2[CH:24]=[CH:25][C:15]3[CH:16]=[C:17]([O:20][CH3:21])[CH:18]=[CH:19][C:14]=3[C:12]=2[N:13]=1)[C:2]1[CH:7]=[CH:6][CH:5]=[CH:4][CH:3]=1. The reactants are [CH2:1]([C:8]1[C:9]([NH:26][C:27](=[O:29])[CH3:28])=[N:10][C:11]([CH:24]=[CH2:25])=[C:12]([C:14]2[CH:19]=[CH:18][C:17]([O:20][CH3:21])=[CH:16][C:15]=2C=C)[N:13]=1)[C:2]1[CH:7]=[CH:6][CH:5]=[CH:4][CH:3]=1. (9) The reactants are [CH3:1][C:2]1[N:3]([CH2:29][C:30]([O:32]CC)=[O:31])[C:4]2[CH2:5][C:6]([CH3:28])([CH3:27])[CH2:7][C:8](=[O:26])[C:9]=2[C:10]=1[CH2:11][C:12]1[CH:17]=[CH:16][C:15]([S:18]([N:21]2[CH2:25][CH2:24][CH2:23][CH2:22]2)(=[O:20])=[O:19])=[CH:14][CH:13]=1.[OH-].[Na+]. The catalyst is C1COCC1.O. The product is [CH3:1][C:2]1[N:3]([CH2:29][C:30]([OH:32])=[O:31])[C:4]2[CH2:5][C:6]([CH3:28])([CH3:27])[CH2:7][C:8](=[O:26])[C:9]=2[C:10]=1[CH2:11][C:12]1[CH:17]=[CH:16][C:15]([S:18]([N:21]2[CH2:25][CH2:24][CH2:23][CH2:22]2)(=[O:20])=[O:19])=[CH:14][CH:13]=1. The yield is 0.840. (10) The reactants are Cl[C:2]1[CH:3]=[CH:4][N:5]2[C:10]([C:11]=1[CH3:12])=[C:9]([CH:13]1[CH2:15][CH2:14]1)[CH:8]=[C:7]([C:16]([O:18][CH3:19])=[O:17])[C:6]2=[O:20].[CH3:21][NH:22][C:23]1[CH:28]=[CH:27][C:26](B2OC(C)(C)C(C)(C)O2)=[CH:25][C:24]=1[CH3:38]. No catalyst specified. The product is [CH3:38][C:24]1[CH:25]=[C:26]([C:2]2[CH:3]=[CH:4][N:5]3[C:10]([C:11]=2[CH3:12])=[C:9]([CH:13]2[CH2:15][CH2:14]2)[CH:8]=[C:7]([C:16]([O:18][CH3:19])=[O:17])[C:6]3=[O:20])[CH:27]=[CH:28][C:23]=1[NH:22][CH3:21]. The yield is 0.390.